From a dataset of Forward reaction prediction with 1.9M reactions from USPTO patents (1976-2016). Predict the product of the given reaction. Given the reactants Cl[C:2]1[N:3]([C:13]2[CH:18]=[CH:17][C:16]([CH:19]=[CH2:20])=[CH:15][CH:14]=2)[C:4]2[C:9]([C:10]=1[CH:11]=[O:12])=[CH:8][CH:7]=[CH:6][CH:5]=2.[NH:21]1[CH2:26][CH2:25][NH:24][CH2:23][CH2:22]1, predict the reaction product. The product is: [N:21]1([C:2]2[N:3]([C:13]3[CH:18]=[CH:17][C:16]([CH:19]=[CH2:20])=[CH:15][CH:14]=3)[C:4]3[C:9]([C:10]=2[CH:11]=[O:12])=[CH:8][CH:7]=[CH:6][CH:5]=3)[CH2:26][CH2:25][NH:24][CH2:23][CH2:22]1.